Dataset: Full USPTO retrosynthesis dataset with 1.9M reactions from patents (1976-2016). Task: Predict the reactants needed to synthesize the given product. (1) The reactants are: [C:1]([NH:4][CH2:5][C:6]([OH:8])=O)(=[O:3])[CH3:2].[NH2:9][C:10]1[CH:11]=[C:12]([NH:17][C:18]2[C:19]3[C:26]([C:27]([C:29]4[CH:34]=[CH:33][CH:32]=[CH:31][CH:30]=4)=[O:28])=[CH:25][NH:24][C:20]=3[N:21]=[CH:22][N:23]=2)[CH:13]=[C:14]([Cl:16])[CH:15]=1.C(N)(=O)C1C=CC=CC=1. Given the product [C:1]([NH:4][CH2:5][C:6]([NH:9][C:10]1[CH:15]=[C:14]([Cl:16])[CH:13]=[C:12]([NH:17][C:18]2[C:19]3[C:26]([C:27](=[O:28])[C:29]4[CH:34]=[CH:33][CH:32]=[CH:31][CH:30]=4)=[CH:25][NH:24][C:20]=3[N:21]=[CH:22][N:23]=2)[CH:11]=1)=[O:8])(=[O:3])[CH3:2], predict the reactants needed to synthesize it. (2) Given the product [C:5]([N:8]1[CH2:14][CH2:13][C:12]2[CH:15]=[CH:16][C:17]([N+:1]([O-:4])=[O:2])=[CH:18][C:11]=2[CH2:10][CH2:9]1)(=[O:7])[CH3:6], predict the reactants needed to synthesize it. The reactants are: [N+:1]([O-:4])(O)=[O:2].[C:5]([N:8]1[CH2:14][CH2:13][C:12]2[CH:15]=[CH:16][CH:17]=[CH:18][C:11]=2[CH2:10][CH2:9]1)(=[O:7])[CH3:6].[OH-].[Na+]. (3) Given the product [NH:8]1[C:12]2[CH:13]=[CH:14][CH:15]=[CH:16][C:11]=2[N:10]=[C:9]1[CH2:17][N:18]([CH:19]1[C:28]2[N:27]=[CH:26][CH:25]=[CH:24][C:23]=2[CH2:22][CH2:21][CH2:20]1)[CH2:38][CH2:37][CH2:36][NH2:35], predict the reactants needed to synthesize it. The reactants are: C(OC([N:8]1[C:12]2[CH:13]=[CH:14][CH:15]=[CH:16][C:11]=2[N:10]=[C:9]1[CH2:17][NH:18][CH:19]1[C:28]2[N:27]=[CH:26][CH:25]=[CH:24][C:23]=2[CH2:22][CH2:21][CH2:20]1)=O)(C)(C)C.C(OC(=O)[NH:35][CH2:36][CH2:37][CH:38]=O)(C)(C)C.[BH-](OC(C)=O)(OC(C)=O)OC(C)=O.[Na+].CC(O)=O.